This data is from NCI-60 drug combinations with 297,098 pairs across 59 cell lines. The task is: Regression. Given two drug SMILES strings and cell line genomic features, predict the synergy score measuring deviation from expected non-interaction effect. (1) Drug 1: CCN(CC)CCNC(=O)C1=C(NC(=C1C)C=C2C3=C(C=CC(=C3)F)NC2=O)C. Drug 2: N.N.Cl[Pt+2]Cl. Cell line: U251. Synergy scores: CSS=38.3, Synergy_ZIP=-1.24, Synergy_Bliss=-0.981, Synergy_Loewe=-4.19, Synergy_HSA=0.0100. (2) Drug 1: C1=C(C(=O)NC(=O)N1)N(CCCl)CCCl. Drug 2: C1CN(P(=O)(OC1)NCCCl)CCCl. Cell line: M14. Synergy scores: CSS=1.77, Synergy_ZIP=-7.46, Synergy_Bliss=-13.8, Synergy_Loewe=-27.5, Synergy_HSA=-15.8.